From a dataset of NCI-60 drug combinations with 297,098 pairs across 59 cell lines. Regression. Given two drug SMILES strings and cell line genomic features, predict the synergy score measuring deviation from expected non-interaction effect. (1) Drug 1: CCC1=C2CN3C(=CC4=C(C3=O)COC(=O)C4(CC)O)C2=NC5=C1C=C(C=C5)O. Drug 2: CC1CCC2CC(C(=CC=CC=CC(CC(C(=O)C(C(C(=CC(C(=O)CC(OC(=O)C3CCCCN3C(=O)C(=O)C1(O2)O)C(C)CC4CCC(C(C4)OC)OCCO)C)C)O)OC)C)C)C)OC. Cell line: K-562. Synergy scores: CSS=21.1, Synergy_ZIP=-1.99, Synergy_Bliss=-0.0189, Synergy_Loewe=1.65, Synergy_HSA=1.80. (2) Cell line: NCI-H226. Drug 2: C1=CN(C(=O)N=C1N)C2C(C(C(O2)CO)O)O.Cl. Drug 1: C1=C(C(=O)NC(=O)N1)F. Synergy scores: CSS=23.1, Synergy_ZIP=-0.0846, Synergy_Bliss=4.45, Synergy_Loewe=8.23, Synergy_HSA=8.41. (3) Drug 1: CC(CN1CC(=O)NC(=O)C1)N2CC(=O)NC(=O)C2. Drug 2: CC1C(C(CC(O1)OC2CC(CC3=C2C(=C4C(=C3O)C(=O)C5=CC=CC=C5C4=O)O)(C(=O)C)O)N)O. Cell line: OVCAR-4. Synergy scores: CSS=20.9, Synergy_ZIP=-6.04, Synergy_Bliss=-5.92, Synergy_Loewe=-27.6, Synergy_HSA=-2.50. (4) Drug 2: COC1=C2C(=CC3=C1OC=C3)C=CC(=O)O2. Cell line: DU-145. Drug 1: CN(C(=O)NC(C=O)C(C(C(CO)O)O)O)N=O. Synergy scores: CSS=-4.44, Synergy_ZIP=2.80, Synergy_Bliss=2.12, Synergy_Loewe=-2.23, Synergy_HSA=-2.40. (5) Drug 1: CN1CCC(CC1)COC2=C(C=C3C(=C2)N=CN=C3NC4=C(C=C(C=C4)Br)F)OC. Drug 2: CC(C)CN1C=NC2=C1C3=CC=CC=C3N=C2N. Cell line: 786-0. Synergy scores: CSS=6.93, Synergy_ZIP=-1.05, Synergy_Bliss=0.0293, Synergy_Loewe=-4.00, Synergy_HSA=-0.896.